Dataset: Full USPTO retrosynthesis dataset with 1.9M reactions from patents (1976-2016). Task: Predict the reactants needed to synthesize the given product. (1) Given the product [F:49][CH:2]([F:1])[C:3]1[N:7]([C:8]2[N:13]=[C:12]([N:14]3[CH2:15][CH2:16][O:17][CH2:18][CH2:19]3)[N:11]=[C:10]([N:20]([CH2:34][CH2:35][CH2:36][N:37]3[CH2:38][CH2:39][O:40][CH2:41][CH2:42]3)[CH:21]3[CH2:26][CH2:25][CH2:24][NH:23][CH2:22]3)[N:9]=2)[C:6]2[CH:43]=[CH:44][CH:45]=[C:46]([O:47][CH3:48])[C:5]=2[N:4]=1, predict the reactants needed to synthesize it. The reactants are: [F:1][CH:2]([F:49])[C:3]1[N:7]([C:8]2[N:13]=[C:12]([N:14]3[CH2:19][CH2:18][O:17][CH2:16][CH2:15]3)[N:11]=[C:10]([N:20]([CH2:34][CH2:35][CH2:36][N:37]3[CH2:42][CH2:41][O:40][CH2:39][CH2:38]3)[CH:21]3[CH2:26][CH2:25][CH2:24][N:23](C(OC(C)(C)C)=O)[CH2:22]3)[N:9]=2)[C:6]2[CH:43]=[CH:44][CH:45]=[C:46]([O:47][CH3:48])[C:5]=2[N:4]=1.C(O)(C(F)(F)F)=O. (2) The reactants are: [CH3:1][C:2]1[C:7]2[NH:8]C(=O)O[C:11](=[O:12])[C:6]=2[CH:5]=[C:4]([C:14]#[N:15])[CH:3]=1.Cl.[C:17]1([NH2:23])([CH:20]2[CH2:22][CH2:21]2)[CH2:19][CH2:18]1.C(N(CC)CC)C. Given the product [NH2:8][C:7]1[C:2]([CH3:1])=[CH:3][C:4]([C:14]#[N:15])=[CH:5][C:6]=1[C:11]([NH:23][C:17]1([CH:20]2[CH2:22][CH2:21]2)[CH2:19][CH2:18]1)=[O:12], predict the reactants needed to synthesize it. (3) The reactants are: Cl.[Cl:2][C:3]1[C:4]([F:29])=[C:5]([CH:26]=[CH:27][CH:28]=1)[NH:6][C:7]1[C:16]2[C:11](=[CH:12][C:13]([O:24][CH3:25])=[C:14]([O:17][CH2:18][C@H:19]3[CH2:23][CH2:22][CH2:21][NH:20]3)[CH:15]=2)[N:10]=[CH:9][N:8]=1.[CH2:30]=O. Given the product [Cl:2][C:3]1[C:4]([F:29])=[C:5]([CH:26]=[CH:27][CH:28]=1)[NH:6][C:7]1[C:16]2[C:11](=[CH:12][C:13]([O:24][CH3:25])=[C:14]([O:17][CH2:18][C@H:19]3[CH2:23][CH2:22][CH2:21][N:20]3[CH3:30])[CH:15]=2)[N:10]=[CH:9][N:8]=1, predict the reactants needed to synthesize it. (4) Given the product [CH3:21][N:22]([CH3:26])[CH2:23][C:24]#[C:25][C:2]1[CH:3]=[C:4]2[C:8](=[CH:9][CH:10]=1)[C:7](=[C:11]1[C:19]3[C:14](=[CH:15][CH:16]=[CH:17][CH:18]=3)[NH:13][C:12]1=[O:20])[O:6][CH2:5]2, predict the reactants needed to synthesize it. The reactants are: Br[C:2]1[CH:3]=[C:4]2[C:8](=[CH:9][CH:10]=1)[C:7](=[C:11]1[C:19]3[C:14](=[CH:15][CH:16]=[CH:17][CH:18]=3)[NH:13][C:12]1=[O:20])[O:6][CH2:5]2.[CH3:21][N:22]([CH3:26])[CH2:23][C:24]#[CH:25].C(N(CC)CC)C. (5) Given the product [CH2:16]([O:23][C:24]1[CH:25]=[CH:26][C:27]([C:28]2[NH:8][C:7]3=[N:6][C:5]([N:9]4[CH2:14][CH2:13][NH:12][C:11](=[O:15])[CH2:10]4)=[CH:4][CH:3]=[C:2]3[N:1]=2)=[CH:30][CH:31]=1)[C:17]1[CH:18]=[CH:19][CH:20]=[CH:21][CH:22]=1, predict the reactants needed to synthesize it. The reactants are: [NH2:1][C:2]1[CH:3]=[CH:4][C:5]([N:9]2[CH2:14][CH2:13][NH:12][C:11](=[O:15])[CH2:10]2)=[N:6][C:7]=1[NH2:8].[CH2:16]([O:23][C:24]1[CH:31]=[CH:30][C:27]([CH:28]=O)=[CH:26][CH:25]=1)[C:17]1[CH:22]=[CH:21][CH:20]=[CH:19][CH:18]=1.C(OI(C1C=CC=CC=1)OC(=O)C)(=O)C. (6) The reactants are: [CH2:1]([O:8][C:9]([N:11]1[CH2:15][CH2:14][CH2:13][C@H:12]1[C:16]1[NH:20][C:19]2[CH:21]=[CH:22][C:23](B3OC(C)(C)C(C)(C)O3)=[CH:24][C:18]=2[N:17]=1)=[O:10])[C:2]1[CH:7]=[CH:6][CH:5]=[CH:4][CH:3]=1.Br[C:35]1[CH:40]=[CH:39][C:38]([NH:41][C:42]([CH:44]2[CH2:46][CH2:45]2)=[O:43])=[CH:37][CH:36]=1.CN(C=O)C. Given the product [CH2:1]([O:8][C:9]([N:11]1[CH2:15][CH2:14][CH2:13][C@H:12]1[C:16]1[NH:17][C:18]2[CH:24]=[C:23]([C:35]3[CH:40]=[CH:39][C:38]([NH:41][C:42]([CH:44]4[CH2:45][CH2:46]4)=[O:43])=[CH:37][CH:36]=3)[CH:22]=[CH:21][C:19]=2[N:20]=1)=[O:10])[C:2]1[CH:7]=[CH:6][CH:5]=[CH:4][CH:3]=1, predict the reactants needed to synthesize it.